Dataset: Full USPTO retrosynthesis dataset with 1.9M reactions from patents (1976-2016). Task: Predict the reactants needed to synthesize the given product. (1) Given the product [C:49]([O:16][C:15](=[O:17])[C@@H:14]([NH:13][C:11]([C:6]1([CH2:5][CH2:4][N:1]=[N+:2]=[N-:3])[CH2:10][CH2:9][CH2:8][CH2:7]1)=[O:12])[CH2:18][C:19]1[CH:20]=[CH:21][C:22]([NH:25][C:26](=[O:35])[C:27]2[C:28]([Cl:34])=[CH:29][CH:30]=[CH:31][C:32]=2[Cl:33])=[CH:23][CH:24]=1)([CH3:52])([CH3:51])[CH3:50], predict the reactants needed to synthesize it. The reactants are: [N:1]([CH2:4][CH2:5][C:6]1([C:11]([NH:13][C@@H:14]([CH2:18][C:19]2[CH:24]=[CH:23][C:22]([NH:25][C:26](=[O:35])[C:27]3[C:32]([Cl:33])=[CH:31][CH:30]=[CH:29][C:28]=3[Cl:34])=[CH:21][CH:20]=2)[C:15]([OH:17])=[O:16])=[O:12])[CH2:10][CH2:9][CH2:8][CH2:7]1)=[N+:2]=[N-:3].FC(F)(F)C(OC(=O)C(F)(F)F)=O.[C:49](O)([CH3:52])([CH3:51])[CH3:50]. (2) The reactants are: Br[CH2:2][C:3]1[NH:8][C:7]([C:9]2[S:10][CH:11]=[CH:12][N:13]=2)=[N:6][CH:5]([C:14]2[CH:19]=[CH:18][C:17]([Cl:20])=[CH:16][C:15]=2[Cl:21])[C:4]=1[C:22]([O:24][CH3:25])=[O:23].[NH:26]1[CH2:31][CH2:30][O:29][CH2:28][C@@H:27]1[CH2:32][OH:33]. Given the product [Cl:21][C:15]1[CH:16]=[C:17]([Cl:20])[CH:18]=[CH:19][C:14]=1[CH:5]1[C:4]([C:22]([O:24][CH3:25])=[O:23])=[C:3]([CH2:2][N:26]2[CH2:31][CH2:30][O:29][CH2:28][C@@H:27]2[CH2:32][OH:33])[NH:8][C:7]([C:9]2[S:10][CH:11]=[CH:12][N:13]=2)=[N:6]1, predict the reactants needed to synthesize it. (3) Given the product [F:1][C:2]([F:7])([F:6])[C:3]([OH:5])=[O:4].[Cl:15][C:16]1[CH:17]=[N:18][C:19]2[NH:20][C:21]3[CH:22]=[CH:23][CH:24]=[C:25]([CH:46]=3)[CH2:26][CH2:27][C:28]3[CH:36]=[C:32]([NH:33][C:34]=1[N:35]=2)[CH:31]=[CH:30][C:29]=3[NH:37][C:38]([CH:40]1[CH2:45][CH2:44][N:43]([C:48]([NH:47][CH:50]2[CH2:54][CH2:53][CH2:52][CH2:51]2)=[O:49])[CH2:42][CH2:41]1)=[O:39], predict the reactants needed to synthesize it. The reactants are: [F:1][C:2]([F:7])([F:6])[C:3]([OH:5])=[O:4].FC(F)(F)C(O)=O.[Cl:15][C:16]1[CH:17]=[N:18][C:19]2[NH:20][C:21]3[CH:22]=[CH:23][CH:24]=[C:25]([CH:46]=3)[CH2:26][CH2:27][C:28]3[CH:36]=[C:32]([NH:33][C:34]=1[N:35]=2)[CH:31]=[CH:30][C:29]=3[NH:37][C:38]([CH:40]1[CH2:45][CH2:44][NH:43][CH2:42][CH2:41]1)=[O:39].[N:47]([CH:50]1[CH2:54][CH2:53][CH2:52][CH2:51]1)=[C:48]=[O:49]. (4) Given the product [Br:8][C:5]1[CH:6]=[CH:7][C:2]([C:21]2([OH:24])[CH2:22][CH2:23][C:18]3([O:17][CH2:16][CH2:15][O:14]3)[CH2:19][CH2:20]2)=[N:3][CH:4]=1, predict the reactants needed to synthesize it. The reactants are: Br[C:2]1[CH:7]=[CH:6][C:5]([Br:8])=[CH:4][N:3]=1.[Li]CCCC.[O:14]1[C:18]2([CH2:23][CH2:22][C:21](=[O:24])[CH2:20][CH2:19]2)[O:17][CH2:16][CH2:15]1.C([O-])(O)=O.[Na+]. (5) Given the product [C:1]([Si:5]([CH3:16])([CH3:15])[O:6][CH2:7][CH2:8][CH2:9][CH2:10][C:11]#[C:12][CH2:13][O:14][C:17](=[O:19])[CH3:18])([CH3:4])([CH3:3])[CH3:2], predict the reactants needed to synthesize it. The reactants are: [C:1]([Si:5]([CH3:16])([CH3:15])[O:6][CH2:7][CH2:8][CH2:9][CH2:10][C:11]#[C:12][CH2:13][OH:14])([CH3:4])([CH3:3])[CH3:2].[C:17](OC(=O)C)(=[O:19])[CH3:18]. (6) Given the product [CH2:1]([O:3][C:4]([C:6]1([C:9]2[CH:14]=[CH:13][C:12]([C:15]3[CH:20]=[CH:19][C:18]([C:21]4[O:25][N:24]=[C:23]([CH3:26])[C:22]=4[CH2:27][N:36]4[C@@H:35]([C:29]5[CH:34]=[CH:33][CH:32]=[CH:31][CH:30]=5)[CH2:39][O:38][C:37]4=[O:40])=[CH:17][CH:16]=3)=[CH:11][CH:10]=2)[CH2:8][CH2:7]1)=[O:5])[CH3:2], predict the reactants needed to synthesize it. The reactants are: [CH2:1]([O:3][C:4]([C:6]1([C:9]2[CH:14]=[CH:13][C:12]([C:15]3[CH:20]=[CH:19][C:18]([C:21]4[O:25][N:24]=[C:23]([CH3:26])[C:22]=4[CH2:27]Br)=[CH:17][CH:16]=3)=[CH:11][CH:10]=2)[CH2:8][CH2:7]1)=[O:5])[CH3:2].[C:29]1([C@H:35]2[CH2:39][O:38][C:37](=[O:40])[NH:36]2)[CH:34]=[CH:33][CH:32]=[CH:31][CH:30]=1.